Dataset: Full USPTO retrosynthesis dataset with 1.9M reactions from patents (1976-2016). Task: Predict the reactants needed to synthesize the given product. Given the product [NH2:19][C:17]1[N:18]=[C:13]([C:9]2[CH:8]=[C:7]([NH:6][C:3](=[O:5])[CH2:2][OH:1])[CH:12]=[CH:11][CH:10]=2)[CH:14]=[C:15]([NH:20][CH3:21])[N:16]=1, predict the reactants needed to synthesize it. The reactants are: [OH:1][CH2:2][C:3]([OH:5])=O.[NH2:6][C:7]1[CH:8]=[C:9]([C:13]2[N:18]=[C:17]([NH2:19])[N:16]=[C:15]([NH:20][CH3:21])[CH:14]=2)[CH:10]=[CH:11][CH:12]=1.OC1C2N=NNC=2C=CC=1.C1(N=C=NC2CCCCC2)CCCCC1.